From a dataset of Forward reaction prediction with 1.9M reactions from USPTO patents (1976-2016). Predict the product of the given reaction. (1) Given the reactants N(C(OCC)=O)=NC(OCC)=O.C1(C)C=CC=CC=1.[Br:20][C:21]1[CH:26]=[CH:25][C:24]([OH:27])=[CH:23][CH:22]=1.O[CH2:29][C:30]([CH3:36])([CH3:35])[C:31]([O:33][CH3:34])=[O:32].C1(P(C2C=CC=CC=2)C2C=CC=CC=2)C=CC=CC=1, predict the reaction product. The product is: [Br:20][C:21]1[CH:26]=[CH:25][C:24]([O:27][CH2:29][C:30]([CH3:36])([CH3:35])[C:31]([O:33][CH3:34])=[O:32])=[CH:23][CH:22]=1. (2) Given the reactants [CH3:1][O:2][C:3]1[CH:28]=[CH:27][C:6]2[C:7]([C:20]#[C:21][CH2:22][CH2:23][CH2:24][CH2:25][OH:26])=[C:8]([C:12]3[CH:17]=[CH:16][C:15]([O:18][CH3:19])=[CH:14][CH:13]=3)[CH2:9][CH2:10][CH2:11][C:5]=2[CH:4]=1, predict the reaction product. The product is: [CH3:1][O:2][C:3]1[CH:28]=[CH:27][C:6]2[C:7]([CH2:20][CH2:21][CH2:22][CH2:23][CH2:24][CH2:25][OH:26])=[C:8]([C:12]3[CH:17]=[CH:16][C:15]([O:18][CH3:19])=[CH:14][CH:13]=3)[CH2:9][CH2:10][CH2:11][C:5]=2[CH:4]=1. (3) Given the reactants [F:1][C:2]1[C:3]([CH:10]=O)=[N:4][CH:5]=[C:6]([O:8][CH3:9])[CH:7]=1.[NH2:12][C:13]1[CH:21]=[C:20]([O:22][CH3:23])[CH:19]=[C:18]([O:24][CH3:25])[C:14]=1[C:15]([NH2:17])=[O:16].OS([O-])=O.[Na+].O.C1(C)C=CC(S(O)(=O)=O)=CC=1, predict the reaction product. The product is: [F:1][C:2]1[C:3]([C:10]2[NH:17][C:15](=[O:16])[C:14]3[C:13](=[CH:21][C:20]([O:22][CH3:23])=[CH:19][C:18]=3[O:24][CH3:25])[N:12]=2)=[N:4][CH:5]=[C:6]([O:8][CH3:9])[CH:7]=1. (4) The product is: [Br:11][C:9]1[N:8]([CH2:12][CH3:13])[C:7]([CH:14]([NH:22][C:23]2[CH:28]=[C:27]([Cl:29])[CH:26]=[CH:25][C:24]=2[CH3:30])[C:15]2[CH:20]=[CH:19][C:18]([Cl:21])=[CH:17][CH:16]=2)=[C:6]([C:4]([OH:5])=[O:3])[CH:10]=1. Given the reactants C([O:3][C:4]([C:6]1[CH:10]=[C:9]([Br:11])[N:8]([CH2:12][CH3:13])[C:7]=1[CH:14]([NH:22][C:23]1[CH:28]=[C:27]([Cl:29])[CH:26]=[CH:25][C:24]=1[CH3:30])[C:15]1[CH:20]=[CH:19][C:18]([Cl:21])=[CH:17][CH:16]=1)=[O:5])C.COC(C1C=C(Br)N(C(C)C)C=1C(NC1C=CC(F)=C(Cl)C=1)C1C=CC(Cl)=CC=1)=O, predict the reaction product. (5) Given the reactants [Cl:1][C:2]1[C:10]2[N:9]=[C:8]([O:11][C:12]3[C:17]([CH3:18])=[CH:16][C:15]([Cl:19])=[CH:14][C:13]=3[Cl:20])[N:7]([CH3:21])[C:6]=2[C:5]([CH:22]([CH2:25][CH3:26])[CH:23]=O)=[CH:4][CH:3]=1.[C:27](=O)([O-])O.[Na+], predict the reaction product. The product is: [Cl:1][C:2]1[C:10]2[N:9]=[C:8]([O:11][C:12]3[C:17]([CH3:18])=[CH:16][C:15]([Cl:19])=[CH:14][C:13]=3[Cl:20])[N:7]([CH3:21])[C:6]=2[C:5]([CH:22]([CH2:25][CH3:26])[CH:23]=[CH2:27])=[CH:4][CH:3]=1. (6) Given the reactants [CH3:1][O:2][C:3]1[CH:4]=[C:5]2[C:9](=[CH:10][CH:11]=1)[NH:8][CH:7]=[CH:6]2.[Br:12]Br.C(N(CC)CC)C.[C:21]([O:25][C:26]([O:28]C(OC(C)(C)C)=O)=O)([CH3:24])([CH3:23])[CH3:22], predict the reaction product. The product is: [C:21]([O:25][C:26]([N:8]1[C:9]2[C:5](=[CH:4][C:3]([O:2][CH3:1])=[CH:11][CH:10]=2)[C:6]([Br:12])=[CH:7]1)=[O:28])([CH3:24])([CH3:23])[CH3:22]. (7) Given the reactants ClS([N:5]=[C:6]=O)(=O)=O.[CH3:8][C:9]1[NH:10][C:11]([CH2:22][CH2:23][CH3:24])=[CH:12][C:13]=1[C:14]1[CH:21]=[CH:20][C:17]([C:18]#[N:19])=[CH:16][CH:15]=1.C(=O)(O)[O-].[Na+], predict the reaction product. The product is: [C:18]([C:17]1[CH:20]=[CH:21][C:14]([C:13]2[C:12]([C:6]#[N:5])=[C:11]([CH2:22][CH2:23][CH3:24])[NH:10][C:9]=2[CH3:8])=[CH:15][CH:16]=1)#[N:19].